This data is from Reaction yield outcomes from USPTO patents with 853,638 reactions. The task is: Predict the reaction yield, written as a fraction of the theoretical maximum amount of product (1.0 means a 100% yield; for example, 0.34 means a 34% yield). (1) The reactants are [Br:1][C:2]1[CH:7]=[CH:6][CH:5]=[CH:4][C:3]=1[NH:8][C:9](=[O:18])/[CH:10]=[CH:11]/C1C=CC=CC=1.[Cl-].[Cl-].[Cl-].[Al+3]. The catalyst is ClC1C=CC=CC=1. The product is [Br:1][C:2]1[CH:7]=[CH:6][CH:5]=[C:4]2[C:3]=1[NH:8][C:9](=[O:18])[CH:10]=[CH:11]2. The yield is 0.750. (2) The reactants are [CH3:1][N:2]1[C:6]([CH3:7])=[C:5]([CH2:8][N:9]2[CH2:14][CH2:13][N:12]([C:15]3[C:20]([C:21]4[CH:28]=[CH:27][C:24]([CH2:25][NH2:26])=[CH:23][CH:22]=4)=[N:19][CH:18]=[CH:17][N:16]=3)[CH2:11][CH2:10]2)[CH:4]=[N:3]1.[N:29]([CH2:32][CH3:33])=[C:30]=[O:31]. The catalyst is O1CCCC1.CN(C)C1C=CN=CC=1. The product is [CH3:1][N:2]1[C:6]([CH3:7])=[C:5]([CH2:8][N:9]2[CH2:10][CH2:11][N:12]([C:15]3[C:20]([C:21]4[CH:22]=[CH:23][C:24]([CH2:25][NH:26][C:30]([NH:29][CH2:32][CH3:33])=[O:31])=[CH:27][CH:28]=4)=[N:19][CH:18]=[CH:17][N:16]=3)[CH2:13][CH2:14]2)[CH:4]=[N:3]1. The yield is 0.620.